Dataset: Reaction yield outcomes from USPTO patents with 853,638 reactions. Task: Predict the reaction yield, written as a fraction of the theoretical maximum amount of product (1.0 means a 100% yield; for example, 0.34 means a 34% yield). (1) The reactants are [CH2:1]([N:8](C)[CH:9]1[CH2:14][CH2:13][CH:12]([N:15]2[CH2:27][CH2:26][C:18]3[N:19]=[C:20]([N:23]([CH3:25])[CH3:24])[N:21]=[CH:22][C:17]=3[CH2:16]2)[CH2:11][CH2:10]1)C1C=CC=CC=1.[CH3:41][C:40]([O:39][C:37](O[C:37]([O:39][C:40]([CH3:43])([CH3:42])[CH3:41])=[O:38])=[O:38])([CH3:43])[CH3:42]. The catalyst is C(O)C. The product is [CH3:24][N:23]([CH3:25])[C:20]1[N:21]=[CH:22][C:17]2[CH2:16][N:15]([CH:12]3[CH2:13][CH2:14][CH:9]([N:8]([CH3:1])[C:37](=[O:38])[O:39][C:40]([CH3:41])([CH3:42])[CH3:43])[CH2:10][CH2:11]3)[CH2:27][CH2:26][C:18]=2[N:19]=1. The yield is 0.290. (2) The reactants are [Br:1][C:2]1[CH:3]=[C:4]([CH2:8][OH:9])[CH:5]=[CH:6][CH:7]=1.N1C=CN=C1.[CH3:15][C:16]([Si:19](Cl)([CH3:21])[CH3:20])([CH3:18])[CH3:17]. The catalyst is ClCCl.O. The product is [Br:1][C:2]1[CH:3]=[C:4]([CH2:8][O:9][Si:19]([C:16]([CH3:18])([CH3:17])[CH3:15])([CH3:21])[CH3:20])[CH:5]=[CH:6][CH:7]=1. The yield is 0.930. (3) The reactants are Br[C:2]1[CH:3]=[CH:4][C:5]([C:9]2[N:13]=[CH:12][N:11](C(OC(C)(C)C)=O)[N:10]=2)=[N:6][C:7]=1[CH3:8].[CH:21]([N:24]1[C:29]2=[N:30][C:31](B3OC(C)(C)C(C)(C)O3)=[CH:32][N:33]=[C:28]2[NH:27][CH2:26][C:25]1=[O:43])([CH3:23])[CH3:22].C(=O)([O-])[O-].[Na+].[Na+]. The catalyst is CC(N(C)C)=O.O.[Pd].C1(P(C2C=CC=CC=2)C2C=CC=CC=2)C=CC=CC=1.C1(P(C2C=CC=CC=2)C2C=CC=CC=2)C=CC=CC=1.C1(P(C2C=CC=CC=2)C2C=CC=CC=2)C=CC=CC=1.C1(P(C2C=CC=CC=2)C2C=CC=CC=2)C=CC=CC=1. The product is [CH:21]([N:24]1[C:29]2=[N:30][C:31]([C:2]3[C:7]([CH3:8])=[N:6][C:5]([C:9]4[NH:13][CH:12]=[N:11][N:10]=4)=[CH:4][CH:3]=3)=[CH:32][N:33]=[C:28]2[NH:27][CH2:26][C:25]1=[O:43])([CH3:23])[CH3:22]. The yield is 0.410. (4) The reactants are [NH2:1][CH:2]1[CH2:5][N:4]([C:6]([O:8][C:9]([CH3:12])([CH3:11])[CH3:10])=[O:7])[CH2:3]1.Br[CH2:14][C:15]([O:17][CH2:18][CH3:19])=[O:16].C(=O)([O-])[O-].[K+].[K+]. The catalyst is CC#N. The product is [CH2:18]([O:17][C:15](=[O:16])[CH2:14][NH:1][CH:2]1[CH2:3][N:4]([C:6]([O:8][C:9]([CH3:12])([CH3:11])[CH3:10])=[O:7])[CH2:5]1)[CH3:19]. The yield is 0.810. (5) The reactants are [C:1]([O:5][NH:6][C:7]([C:9]1[C:18]([CH3:19])=[C:17]2[C:12]([CH:13]=[CH:14][C:15]([CH3:21])([CH3:20])[NH:16]2)=[CH:11][CH:10]=1)=[O:8])([CH3:4])([CH3:3])[CH3:2]. The catalyst is C(OCC)(=O)C.[Pd]. The product is [C:1]([O:5][NH:6][C:7]([C:9]1[C:18]([CH3:19])=[C:17]2[C:12]([CH2:13][CH2:14][C:15]([CH3:21])([CH3:20])[NH:16]2)=[CH:11][CH:10]=1)=[O:8])([CH3:4])([CH3:3])[CH3:2]. The yield is 0.600. (6) The reactants are C([O:3][C:4](=[O:30])[CH2:5][CH2:6][C:7]1[N:8]=[C:9]([NH:12][C:13]([NH:15][C:16]2[CH:21]=[CH:20][C:19]([CH3:22])=[CH:18][C:17]=2[C:23]([CH:25]2[CH2:29][CH2:28][CH2:27][CH2:26]2)=[O:24])=[O:14])[S:10][CH:11]=1)C.[Li+].[OH-]. No catalyst specified. The product is [CH:25]1([C:23]([C:17]2[CH:18]=[C:19]([CH3:22])[CH:20]=[CH:21][C:16]=2[NH:15][C:13](=[O:14])[NH:12][C:9]2[S:10][CH:11]=[C:7]([CH2:6][CH2:5][C:4]([OH:30])=[O:3])[N:8]=2)=[O:24])[CH2:29][CH2:28][CH2:27][CH2:26]1. The yield is 0.880. (7) The reactants are [CH3:1][O:2][C:3]1[CH:8]=[CH:7][C:6]([C:9]2[N:10]=[C:11]([C:14]3([CH2:20][NH2:21])[CH2:19][CH2:18][O:17][CH2:16][CH2:15]3)[S:12][CH:13]=2)=[CH:5][CH:4]=1.[F:22][C:23]([F:39])([F:38])[C:24]1[O:28][N:27]=[C:26]([C:29]2[CH:30]=[C:31]([CH:35]=[CH:36][CH:37]=2)[C:32](O)=[O:33])[N:25]=1. No catalyst specified. The product is [CH3:1][O:2][C:3]1[CH:8]=[CH:7][C:6]([C:9]2[N:10]=[C:11]([C:14]3([CH2:20][NH:21][C:32](=[O:33])[C:31]4[CH:35]=[CH:36][CH:37]=[C:29]([C:26]5[N:25]=[C:24]([C:23]([F:39])([F:38])[F:22])[O:28][N:27]=5)[CH:30]=4)[CH2:19][CH2:18][O:17][CH2:16][CH2:15]3)[S:12][CH:13]=2)=[CH:5][CH:4]=1. The yield is 0.380.